Dataset: Catalyst prediction with 721,799 reactions and 888 catalyst types from USPTO. Task: Predict which catalyst facilitates the given reaction. Reactant: [Cl:1][C:2]1[CH:3]=[CH:4][C:5](=[O:37])[N:6]([CH2:8][C:9]2[CH:14]=[CH:13][C:12]([CH2:15][N:16]3[CH:24]=[C:23]4[C:18]([N:19]=[CH:20][N:21]=[C:22]4[NH:25][CH2:26][C:27]4[C:32]([Cl:33])=[CH:31][CH:30]=[C:29]([O:34]C)[C:28]=4[F:36])=[N:17]3)=[CH:11][CH:10]=2)[CH:7]=1.B(Br)(Br)Br. Product: [Cl:1][C:2]1[CH:3]=[CH:4][C:5](=[O:37])[N:6]([CH2:8][C:9]2[CH:14]=[CH:13][C:12]([CH2:15][N:16]3[CH:24]=[C:23]4[C:18]([N:19]=[CH:20][N:21]=[C:22]4[NH:25][CH2:26][C:27]4[C:32]([Cl:33])=[CH:31][CH:30]=[C:29]([OH:34])[C:28]=4[F:36])=[N:17]3)=[CH:11][CH:10]=2)[CH:7]=1. The catalyst class is: 4.